This data is from Forward reaction prediction with 1.9M reactions from USPTO patents (1976-2016). The task is: Predict the product of the given reaction. (1) The product is: [C:1]([C:5]1[CH:6]=[CH:7][C:8]([C:11]#[C:12][CH:13]([OH:15])[C:12]#[C:11][C:8]2[CH:7]=[CH:6][C:5]([C:1]([CH3:4])([CH3:3])[CH3:2])=[CH:10][CH:9]=2)=[CH:9][CH:10]=1)([CH3:4])([CH3:3])[CH3:2]. Given the reactants [C:1]([C:5]1[CH:10]=[CH:9][C:8]([C:11]#[CH:12])=[CH:7][CH:6]=1)([CH3:4])([CH3:3])[CH3:2].[CH:13]([OH:15])=O, predict the reaction product. (2) Given the reactants [NH2:1][C@H:2]([CH2:6][CH2:7][NH:8][C:9]([C:11]1[N:12]=[C:13]([C:29]#[N:30])[C:14]2[C:19]([C:20]=1[OH:21])=[CH:18][CH:17]=[C:16]([O:22][C:23]1[CH:28]=[CH:27][CH:26]=[CH:25][CH:24]=1)[CH:15]=2)=[O:10])[C:3]([OH:5])=[O:4].C(N(CC)CC)C.[C:38](OC(=O)C)(=[O:40])[CH3:39].Cl, predict the reaction product. The product is: [C:38]([NH:1][C@H:2]([CH2:6][CH2:7][NH:8][C:9]([C:11]1[N:12]=[C:13]([C:29]#[N:30])[C:14]2[C:19]([C:20]=1[OH:21])=[CH:18][CH:17]=[C:16]([O:22][C:23]1[CH:28]=[CH:27][CH:26]=[CH:25][CH:24]=1)[CH:15]=2)=[O:10])[C:3]([OH:5])=[O:4])(=[O:40])[CH3:39]. (3) Given the reactants C(=O)([O-])[O-].[Cs+].[Cs+].[Br:7][C:8]1[CH:9]=[C:10]([N+:15]([O-:17])=[O:16])[C:11]([OH:14])=[N:12][CH:13]=1.[CH3:18][O:19][CH2:20][CH2:21]Br.O, predict the reaction product. The product is: [Br:7][C:8]1[CH:9]=[C:10]([N+:15]([O-:17])=[O:16])[C:11](=[O:14])[N:12]([CH2:21][CH2:20][O:19][CH3:18])[CH:13]=1. (4) Given the reactants [CH:1]1[CH2:6][CH2:5][CH2:4][CH2:3][CH:2]=1.[CH:7]1([OH:13])[CH2:12][CH2:11][CH2:10][CH2:9][CH2:8]1, predict the reaction product. The product is: [CH3:1][C:6]1[CH2:5][CH2:4][CH2:3][CH:2]=1.[CH:7]1([OH:13])[CH2:12][CH2:11][CH2:10][CH2:9][CH2:8]1. (5) Given the reactants [Cl:1][C:2]1[CH:10]=[CH:9][CH:8]=[C:7]2[C:3]=1[CH:4]=[CH:5][N:6]2[C@@H:11]1[O:28][C@H:27]([CH2:29][O:30]C(=O)C)[C@@H:22]([O:23]C(=O)C)[C@H:17]([O:18]C(=O)C)[C@H:12]1[O:13]C(=O)C.[CH3:34][C:35]1[CH:43]=[CH:42][C:38]([C:39](Cl)=O)=[CH:37][CH:36]=1, predict the reaction product. The product is: [Cl:1][C:2]1[CH:10]=[CH:9][CH:8]=[C:7]2[C:3]=1[C:4]([CH2:34][C:35]1[CH:43]=[CH:42][C:38]([CH3:39])=[CH:37][CH:36]=1)=[CH:5][N:6]2[C@@H:11]1[O:28][C@H:27]([CH2:29][OH:30])[C@@H:22]([OH:23])[C@H:17]([OH:18])[C@H:12]1[OH:13]. (6) Given the reactants BrC1C=CC(OC)=C(C)C=1.[CH2:11]([O:18][C:19]1[CH:24]=[CH:23][C:22](Br)=[CH:21][C:20]=1[Cl:26])[C:12]1[CH:17]=[CH:16][CH:15]=[CH:14][CH:13]=1.[NH:27]1[CH2:32][CH2:31][NH:30][CH2:29][CH2:28]1, predict the reaction product. The product is: [CH2:11]([O:18][C:19]1[CH:24]=[CH:23][C:22]([N:27]2[CH2:32][CH2:31][NH:30][CH2:29][CH2:28]2)=[CH:21][C:20]=1[Cl:26])[C:12]1[CH:17]=[CH:16][CH:15]=[CH:14][CH:13]=1. (7) Given the reactants [CH3:1][O:2][C:3]12[CH2:9][C:6]([CH2:10][CH:11]=O)([CH2:7][CH2:8]1)[CH2:5][CH2:4]2.C1(P(C2C=CC=CC=2)(C2C=CC=CC=2)=[C:20]([CH3:26])[C:21]([O:23][CH2:24][CH3:25])=[O:22])C=CC=CC=1, predict the reaction product. The product is: [CH3:1][O:2][C:3]12[CH2:9][C:6]([CH2:10]/[CH:11]=[C:20](\[CH3:26])/[C:21]([O:23][CH2:24][CH3:25])=[O:22])([CH2:5][CH2:4]1)[CH2:7][CH2:8]2. (8) Given the reactants [CH3:1][NH:2][NH2:3].[Br:4][C:5]1[CH:6]=[N:7][CH:8]=[C:9]([Br:13])[C:10]=1[CH:11]=O, predict the reaction product. The product is: [Br:4][C:5]1[CH:6]=[N:7][CH:8]=[C:9]([Br:13])[C:10]=1[CH:11]=[N:3][NH:2][CH3:1]. (9) The product is: [Br:13][C:4]1[C:5]([OH:11])=[C:6]([C:8](=[O:10])[CH3:9])[CH:7]=[C:2]([Cl:1])[C:3]=1[F:12]. Given the reactants [Cl:1][C:2]1[C:3]([F:12])=[CH:4][C:5]([OH:11])=[C:6]([C:8](=[O:10])[CH3:9])[CH:7]=1.[Br:13]N1C(=O)CCC1=O, predict the reaction product.